Task: Predict the product of the given reaction.. Dataset: Forward reaction prediction with 1.9M reactions from USPTO patents (1976-2016) (1) Given the reactants [CH3:1][CH2:2][C@@H:3]([C@H:5]1[NH:36][C:34](=[O:35])[C@H:33]([CH2:37][CH2:38][CH2:39][NH2:40])[NH:32][C:30](=[O:31])[C@H:29]([NH:41][C:42]([C@H:44]([NH:49][C:50]([C@@H:52]([NH:58][C:59]([C@H:61]([NH:66][C:67]([C@@H:69]2[N:73]=[C:72]([C@H:74]([NH2:79])[C@H:75]([CH2:77][CH3:78])[CH3:76])[S:71][CH2:70]2)=[O:68])[CH2:62][CH:63]([CH3:65])[CH3:64])=[O:60])[CH2:53][CH2:54][C:55]([OH:57])=[O:56])=[O:51])[C@H:45]([CH2:47][CH3:48])[CH3:46])=[O:43])[CH2:28][CH2:27][CH2:26][CH2:25][NH:24][C:22](=[O:23])[C@@H:21]([CH2:80][C:81]([NH2:83])=[O:82])[NH:20][C:18](=[O:19])[C@H:17]([CH2:84][C:85]([OH:87])=[O:86])[NH:16][C:14](=[O:15])[C@@H:13]([CH2:88][C:89]2[N:93]=[CH:92][NH:91][CH:90]=2)[NH:12][C:10](=[O:11])[C@H:9]([CH2:94][C:95]2[CH:96]=[CH:97][CH:98]=[CH:99][CH:100]=2)[NH:8][C:6]1=[O:7])[CH3:4].N[C@H](C(O)=O)[C@H](CC)C.N[C@H](C(N1CSC[C@H]1C(O)=O)=O)[C@H](CC)C.N[C@H](C(N1CSC[C@H]1C(N[C@H](C(O)=O)CC(C)C)=O)=O)[C@H](CC)C.N[C@H](C(N1CSC[C@H]1C(N[C@H](C(N[C@H](C(O)=O)CCC(=O)O)=O)CC(C)C)=O)=O)[C@H](CC)C.N1CSC[C@H]1C(N[C@H](C(O)=O)CC(C)C)=O.N1CSC[C@H]1C(N[C@H](C(N[C@H](C(O)=O)CCC(=O)O)=O)CC(C)C)=O, predict the reaction product. The product is: [CH3:1][CH2:2][C@@H:3]([C@@H:5]1[NH:36][C:34](=[O:35])[C@@H:33]([CH2:37][CH2:38][CH2:39][NH2:40])[NH:32][C:30](=[O:31])[C@@H:29]([NH:41][C:42]([C@@H:44]([NH:49][C:50]([C@H:52]([NH:58][C:59]([C@@H:61]([NH:66][C:67]([C@H:69]2[N:73]=[C:72]([C@@H:74]([NH2:79])[C@H:75]([CH2:77][CH3:78])[CH3:76])[S:71][CH2:70]2)=[O:68])[CH2:62][CH:63]([CH3:64])[CH3:65])=[O:60])[CH2:53][CH2:54][C:55]([OH:57])=[O:56])=[O:51])[C@H:45]([CH2:47][CH3:48])[CH3:46])=[O:43])[CH2:28][CH2:27][CH2:26][CH2:25][NH:24][C:22](=[O:23])[C@H:21]([CH2:80][C:81]([NH2:83])=[O:82])[NH:20][C:18](=[O:19])[C@@H:17]([CH2:84][C:85]([OH:87])=[O:86])[NH:16][C:14](=[O:15])[C@H:13]([CH2:88][C:89]2[NH:93][CH:92]=[N:91][CH:90]=2)[NH:12][C:10](=[O:11])[C@@H:9]([CH2:94][C:95]2[CH:96]=[CH:97][CH:98]=[CH:99][CH:100]=2)[NH:8][C:6]1=[O:7])[CH3:4]. (2) Given the reactants [Cl:1][CH2:2][C:3](Cl)=[O:4].[CH2:6]([NH2:13])[C:7]1[CH:12]=[CH:11][CH:10]=[CH:9][CH:8]=1, predict the reaction product. The product is: [CH2:6]([NH:13][C:3](=[O:4])[CH2:2][Cl:1])[C:7]1[CH:12]=[CH:11][CH:10]=[CH:9][CH:8]=1. (3) Given the reactants [CH2:1]([O:3][C:4](=[O:16])[CH2:5][O:6][C:7]1[CH:12]=[CH:11][CH:10]=[CH:9][C:8]=1[CH2:13][CH:14]=[CH2:15])[CH3:2].[H][H], predict the reaction product. The product is: [CH2:1]([O:3][C:4](=[O:16])[CH2:5][O:6][C:7]1[CH:12]=[CH:11][CH:10]=[CH:9][C:8]=1[CH2:13][CH2:14][CH3:15])[CH3:2]. (4) Given the reactants [C:1]1([C@@H:7]2[O:11][N:10]=[C:9]([C:12]([C:14](=O)C)=[O:13])[CH2:8]2)[CH:6]=[CH:5][CH:4]=[CH:3][CH:2]=1.[Br:17]Br, predict the reaction product. The product is: [Br:17][CH2:14][C:12]([C:9]1[CH2:8][C@H:7]([C:1]2[CH:6]=[CH:5][CH:4]=[CH:3][CH:2]=2)[O:11][N:10]=1)=[O:13]. (5) Given the reactants [C:1]1([C:7]([C:15]2[CH:20]=[CH:19][CH:18]=[CH:17][CH:16]=2)([CH:9]2[CH2:14][CH2:13][NH:12][CH2:11][CH2:10]2)[OH:8])[CH:6]=[CH:5][CH:4]=[CH:3][CH:2]=1.CC1C=CC(S(O[CH2:32][CH2:33][C:34]2[CH:35]=[N:36][C:37]([C:40]([CH3:43])([CH3:42])[CH3:41])=[CH:38][CH:39]=2)(=O)=O)=CC=1.C(#N)C, predict the reaction product. The product is: [C:40]([C:37]1[N:36]=[CH:35][C:34]([CH2:33][CH2:32][N:12]2[CH2:13][CH2:14][CH:9]([C:7]([C:15]3[CH:20]=[CH:19][CH:18]=[CH:17][CH:16]=3)([C:1]3[CH:2]=[CH:3][CH:4]=[CH:5][CH:6]=3)[OH:8])[CH2:10][CH2:11]2)=[CH:39][CH:38]=1)([CH3:43])([CH3:42])[CH3:41]. (6) Given the reactants O[C:2]1[C:11]2[C:6](=[N:7][CH:8]=[CH:9][CH:10]=2)[N:5]([C:12]2[CH:17]=[CH:16][CH:15]=[C:14]([C:18]([F:21])([F:20])[F:19])[CH:13]=2)[C:4](=[O:22])[C:3]=1[C:23](=O)[CH:24]([C:26]1[CH:31]=[CH:30][CH:29]=[CH:28][CH:27]=1)[CH3:25].O.[NH2:34][NH2:35].C(=O)([O-])O.[Na+], predict the reaction product. The product is: [C:26]1([CH:24]([C:23]2[C:3]3[C:4](=[O:22])[N:5]([C:12]4[CH:17]=[CH:16][CH:15]=[C:14]([C:18]([F:19])([F:21])[F:20])[CH:13]=4)[C:6]4[N:7]=[CH:8][CH:9]=[CH:10][C:11]=4[C:2]=3[NH:35][N:34]=2)[CH3:25])[CH:31]=[CH:30][CH:29]=[CH:28][CH:27]=1. (7) Given the reactants [CH3:1][C:2]1[C:7]([OH:8])=[CH:6][CH:5]=[CH:4][N:3]=1.C([O-])([O-])=O.[Na+].[Na+].[I:15]I.Cl, predict the reaction product. The product is: [I:15][C:4]1[N:3]=[C:2]([CH3:1])[C:7]([OH:8])=[CH:6][CH:5]=1.